Dataset: Full USPTO retrosynthesis dataset with 1.9M reactions from patents (1976-2016). Task: Predict the reactants needed to synthesize the given product. (1) Given the product [CH2:17]([O:16][C:15]([NH:14][C@@H:13]1[C:12](=[O:25])[NH:11][C@@H:10]1[CH2:9][N:6]1[N:5]=[C:4]([CH:2]([N:40](/[C:34](=[N:33]/[C:31]([O:30][C:26]([CH3:29])([CH3:28])[CH3:27])=[O:32])/[N:35]2[CH:39]=[CH:38][CH:37]=[N:36]2)[C:41](=[O:47])[O:42][C:43]([CH3:46])([CH3:45])[CH3:44])[CH3:3])[CH:8]=[N:7]1)=[O:24])[C:18]1[CH:23]=[CH:22][CH:21]=[CH:20][CH:19]=1, predict the reactants needed to synthesize it. The reactants are: O[CH:2]([C:4]1[CH:8]=[N:7][N:6]([CH2:9][C@@H:10]2[C@H:13]([NH:14][C:15](=[O:24])[O:16][CH2:17][C:18]3[CH:23]=[CH:22][CH:21]=[CH:20][CH:19]=3)[C:12](=[O:25])[NH:11]2)[N:5]=1)[CH3:3].[C:26]([O:30][C:31](/[N:33]=[C:34](\[NH:40][C:41](=[O:47])[O:42][C:43]([CH3:46])([CH3:45])[CH3:44])/[N:35]1[CH:39]=[CH:38][CH:37]=[N:36]1)=[O:32])([CH3:29])([CH3:28])[CH3:27].C1(P(C2C=CC=CC=2)C2C=CC=CC=2)C=CC=CC=1.CC(OC(/N=N/C(OC(C)C)=O)=O)C. (2) Given the product [C:19]([O:23][C:24]([N:26]1[CH2:30][CH2:29][CH:28]([O:31][CH2:32][C:33]2[CH:34]=[CH:35][CH:36]=[CH:37][CH:38]=2)[CH:27]1[CH2:39][CH:40]([OH:41])[CH2:42][N:10]1[C:11](=[O:18])[C:12]2[N:17]=[CH:16][CH:15]=[CH:14][C:13]=2[N:8]=[CH:9]1)=[O:25])([CH3:22])([CH3:21])[CH3:20], predict the reactants needed to synthesize it. The reactants are: [H-].[K+].CN(C)C=O.[N:8]1[C:13]2[CH:14]=[CH:15][CH:16]=[N:17][C:12]=2[C:11](=[O:18])[NH:10][CH:9]=1.[C:19]([O:23][C:24]([N:26]1[CH2:30][CH2:29][CH:28]([O:31][CH2:32][C:33]2[CH:38]=[CH:37][CH:36]=[CH:35][CH:34]=2)[CH:27]1[CH2:39][CH:40]1[CH2:42][O:41]1)=[O:25])([CH3:22])([CH3:21])[CH3:20]. (3) Given the product [Cl:1][C:2]1[C:19]([C:20]([F:23])([F:22])[F:21])=[CH:18][CH:17]=[CH:16][C:3]=1[CH2:4][N:5]1[CH:10]([CH:11]2[CH2:13][CH2:12]2)[CH2:9][N:8]2[C:24]([C:25]3[CH:26]=[N:27][CH:28]=[CH:29][CH:30]=3)=[N:32][N:33]=[C:7]2[C:6]1=[O:15], predict the reactants needed to synthesize it. The reactants are: [Cl:1][C:2]1[C:19]([C:20]([F:23])([F:22])[F:21])=[CH:18][CH:17]=[CH:16][C:3]=1[CH2:4][N:5]1[CH:10]([CH:11]2[CH2:13][CH2:12]2)[CH2:9][NH:8][C:7](=S)[C:6]1=[O:15].[C:24]([NH:32][NH2:33])(=O)[C:25]1[CH:30]=[CH:29][CH:28]=[N:27][CH:26]=1. (4) Given the product [Br:1][C:2]1[CH:3]=[C:4]([CH:5]=[CH:6][CH:7]=1)[CH2:8][NH:9][N:10]1[C:19]2[C:14](=[CH:15][CH:16]=[CH:17][CH:18]=2)[C:13]([OH:20])=[C:12]([C:21]2[NH:26][C:25]3[CH:27]=[CH:28][CH:29]=[CH:30][C:24]=3[S:23](=[O:31])(=[O:32])[N:22]=2)[C:11]1=[O:33], predict the reactants needed to synthesize it. The reactants are: [Br:1][C:2]1[CH:3]=[C:4]([CH:8]=[N:9][N:10]2[C:19]3[C:14](=[CH:15][CH:16]=[CH:17][CH:18]=3)[C:13]([OH:20])=[C:12]([C:21]3[NH:26][C:25]4[CH:27]=[CH:28][CH:29]=[CH:30][C:24]=4[S:23](=[O:32])(=[O:31])[N:22]=3)[C:11]2=[O:33])[CH:5]=[CH:6][CH:7]=1.CO.[BH4-].[Li+].Cl. (5) Given the product [Cl:34][C:35]1[CH:36]=[CH:37][C:38]([O:39][CH2:40][C:41]2[N:43]=[C:9]([C@H:8]([CH2:12][CH2:13][CH2:14][CH:15]3[CH2:20][CH2:19][CH2:18][CH2:17][CH2:16]3)[CH2:7][C:6]([O:5][C:1]([CH3:2])([CH3:3])[CH3:4])=[O:21])[O:11][N:42]=2)=[CH:45][CH:46]=1, predict the reactants needed to synthesize it. The reactants are: [C:1]([O:5][C:6](=[O:21])[CH2:7][C@@H:8]([CH2:12][CH2:13][CH2:14][CH:15]1[CH2:20][CH2:19][CH2:18][CH2:17][CH2:16]1)[C:9]([OH:11])=O)([CH3:4])([CH3:3])[CH3:2].C(N1C=CN=C1)(N1C=CN=C1)=O.[Cl:34][C:35]1[CH:46]=[CH:45][C:38]([O:39][CH2:40][C:41](=[N:43]O)[NH2:42])=[CH:37][CH:36]=1. (6) Given the product [CH:43]1([O:48][C:49]2[CH:54]=[CH:53][C:52](/[C:12](/[C:13]3[CH:14]=[CH:15][C:16]([C:19]([F:21])([F:22])[F:20])=[CH:17][CH:18]=3)=[CH:11]/[C@@H:10]3[N:6]([CH2:5][C:4]4[CH:37]=[CH:38][C:39]([O:41][CH3:42])=[CH:40][C:3]=4[O:2][CH3:1])[C:7](=[O:36])[CH2:8][CH2:9]3)=[N:51][C:50]=2[O:56][CH3:57])[CH2:44][CH2:45][CH2:46][CH2:47]1, predict the reactants needed to synthesize it. The reactants are: [CH3:1][O:2][C:3]1[CH:40]=[C:39]([O:41][CH3:42])[CH:38]=[CH:37][C:4]=1[CH2:5][N:6]1[C@@H:10](/[CH:11]=[C:12](/[Sn](CCCC)(CCCC)CCCC)\[C:13]2[CH:18]=[CH:17][C:16]([C:19]([F:22])([F:21])[F:20])=[CH:15][CH:14]=2)[CH2:9][CH2:8][C:7]1=[O:36].[CH:43]1([O:48][C:49]2[C:50]([O:56][CH3:57])=[N:51][C:52](I)=[CH:53][CH:54]=2)[CH2:47][CH2:46][CH2:45][CH2:44]1.[F-].[Cs+].O.